From a dataset of Catalyst prediction with 721,799 reactions and 888 catalyst types from USPTO. Predict which catalyst facilitates the given reaction. Reactant: [CH2:1]([O:8][C:9]([N:11]1[CH2:17][CH2:16][C@:15]2([CH2:18][C:19]3[CH:24]=[CH:23][CH:22]=[CH:21][CH:20]=3)[C@@H:13]([O:14]2)[CH2:12]1)=[O:10])[C:2]1[CH:7]=[CH:6][CH:5]=[CH:4][CH:3]=1.[OH:25]S(O)(=O)=O. Product: [CH2:1]([O:8][C:9]([N:11]1[CH2:17][CH2:16][C@:15]([CH2:18][C:19]2[CH:24]=[CH:23][CH:22]=[CH:21][CH:20]=2)([OH:14])[C@@H:13]([OH:25])[CH2:12]1)=[O:10])[C:2]1[CH:7]=[CH:6][CH:5]=[CH:4][CH:3]=1. The catalyst class is: 1.